From a dataset of Reaction yield outcomes from USPTO patents with 853,638 reactions. Predict the reaction yield, written as a fraction of the theoretical maximum amount of product (1.0 means a 100% yield; for example, 0.34 means a 34% yield). (1) The reactants are [Cl:1][C:2]1[CH:7]=[CH:6][CH:5]=[CH:4][C:3]=1/[CH:8]=[CH:9]/[CH3:10].CC[C@H]1[C@H]2C[C@H]([C@H](OC3C4C(=CC=CC=4)C(O[C@H](C4C=CN=C5C=4C=C(OC)C=C5)[C@@H]4N5C[C@H](CC)[C@@H](CC5)C4)=NN=3)C3C=CN=C4C=3C=C([O:32]C)C=C4)N(CC2)C1.CC(O)(C)C.[OH2:74]. No catalyst specified. The product is [Cl:1][C:2]1[CH:7]=[CH:6][CH:5]=[CH:4][C:3]=1[C@H:8]([OH:32])[C@@H:9]([OH:74])[CH3:10]. The yield is 0.900. (2) The reactants are [F:1][C:2]1[CH:31]=[CH:30][CH:29]=[C:28]([N+:32]([O-])=O)[C:3]=1/[CH:4]=[CH:5]/[CH:6]1[N:11]([S:12]([C:15]2[CH:20]=[CH:19][CH:18]=[CH:17][CH:16]=2)(=[O:14])=[O:13])[CH2:10][CH2:9][N:8]([C:21]([O:23][C:24]([CH3:27])([CH3:26])[CH3:25])=[O:22])[CH2:7]1.N#N. The catalyst is CCOC(C)=O.[OH-].[OH-].[Pd+2]. The product is [NH2:32][C:28]1[CH:29]=[CH:30][CH:31]=[C:2]([F:1])[C:3]=1[CH2:4][CH2:5][C@@H:6]1[N:11]([S:12]([C:15]2[CH:16]=[CH:17][CH:18]=[CH:19][CH:20]=2)(=[O:13])=[O:14])[CH2:10][CH2:9][N:8]([C:21]([O:23][C:24]([CH3:27])([CH3:25])[CH3:26])=[O:22])[CH2:7]1. The yield is 0.750. (3) The reactants are [C:1]([O:20][CH2:21][C@@H:22]([O:44][C:45](=[O:63])[CH2:46][CH2:47][CH2:48][CH2:49][CH2:50][CH2:51][CH2:52]/[CH:53]=[CH:54]\[CH2:55][CH2:56][CH2:57][CH2:58][CH2:59][CH2:60][CH2:61][CH3:62])[CH2:23][O:24][P:25]([O:28][CH2:29][CH2:30][NH:31][C:32](=[O:43])[CH2:33][NH:34][C:35](=[O:42])[CH2:36][NH:37][C:38](=[O:41])[CH2:39][NH2:40])([OH:27])=[O:26])(=[O:19])[CH2:2][CH2:3][CH2:4][CH2:5][CH2:6][CH2:7][CH2:8]/[CH:9]=[CH:10]\[CH2:11][CH2:12][CH2:13][CH2:14][CH2:15][CH2:16][CH2:17][CH3:18].[CH3:64][C:65]1[CH2:70][CH2:69][CH2:68][C:67]([CH3:72])([CH3:71])[C:66]=1/[CH:73]=[CH:74]/[C:75](/[CH3:85])=[CH:76]/[CH:77]=[CH:78]/[C:79](/[CH3:84])=[CH:80]/[C:81](O)=[O:82].F[P-](F)(F)(F)(F)F.C[N+](C)=C(N(C)C)ON1C2N=CC=CC=2N=N1.CN(C)C=O.[Al]. No catalyst specified. The product is [C:1]([O:20][CH2:21][C@@H:22]([O:44][C:45](=[O:63])[CH2:46][CH2:47][CH2:48][CH2:49][CH2:50][CH2:51][CH2:52]/[CH:53]=[CH:54]\[CH2:55][CH2:56][CH2:57][CH2:58][CH2:59][CH2:60][CH2:61][CH3:62])[CH2:23][O:24][P:25]([O:28][CH2:29][CH2:30][NH:31][C:32](=[O:43])[CH2:33][NH:34][C:35](=[O:42])[CH2:36][NH:37][C:38](=[O:41])[CH2:39][NH:40][C:81](=[O:82])/[CH:80]=[C:79](\[CH3:84])/[CH:78]=[CH:77]/[CH:76]=[C:75](\[CH3:85])/[CH:74]=[CH:73]/[C:66]1[C:67]([CH3:71])([CH3:72])[CH2:68][CH2:69][CH2:70][C:65]=1[CH3:64])([OH:27])=[O:26])(=[O:19])[CH2:2][CH2:3][CH2:4][CH2:5][CH2:6][CH2:7][CH2:8]/[CH:9]=[CH:10]\[CH2:11][CH2:12][CH2:13][CH2:14][CH2:15][CH2:16][CH2:17][CH3:18]. The yield is 0.700. (4) The reactants are [F:1][C:2]([F:12])([F:11])[C:3]1[CH:10]=[CH:9][C:6]([CH:7]=[O:8])=[CH:5][CH:4]=1.[CH3:13]/[C:14](/[C:17]([CH3:19])=O)=[N:15]\[OH:16].[ClH:20].COC(C)(C)C. The catalyst is C(O)(=O)C. The product is [ClH:20].[CH3:13][C:14]1[N+:15]([O-:16])=[C:7]([C:6]2[CH:9]=[CH:10][C:3]([C:2]([F:11])([F:12])[F:1])=[CH:4][CH:5]=2)[O:8][C:17]=1[CH3:19]. The yield is 0.910. (5) The reactants are C([O:3][C:4]([C:6]1[N:7]=[N:8][C:9]([Cl:20])=[CH:10][C:11]=1[NH:12][C:13]1[CH:18]=[CH:17][CH:16]=[C:15]([CH3:19])[N:14]=1)=O)C.[NH3:21]. The catalyst is CO. The product is [Cl:20][C:9]1[N:8]=[N:7][C:6]([C:4]([NH2:21])=[O:3])=[C:11]([NH:12][C:13]2[CH:18]=[CH:17][CH:16]=[C:15]([CH3:19])[N:14]=2)[CH:10]=1. The yield is 1.00. (6) The reactants are [BH4-].[Na+].[Cl:3][C:4]1[C:5]([F:25])=[C:6]([NH:10][C:11]2[C:20]3[C:15](=[CH:16][C:17]([O:23][CH3:24])=[C:18]([CH:21]=[O:22])[CH:19]=3)[N:14]=[CH:13][N:12]=2)[CH:7]=[CH:8][CH:9]=1. The catalyst is CO. The product is [Cl:3][C:4]1[C:5]([F:25])=[C:6]([NH:10][C:11]2[C:20]3[C:15](=[CH:16][C:17]([O:23][CH3:24])=[C:18]([CH2:21][OH:22])[CH:19]=3)[N:14]=[CH:13][N:12]=2)[CH:7]=[CH:8][CH:9]=1. The yield is 1.00. (7) The reactants are I[CH2:2][C:3]1[CH:12]=[CH:11][C:6]([C:7]([O:9][CH3:10])=[O:8])=[CH:5][CH:4]=1.[C:13]([O:17][P:18]([O-:25])([O:20][C:21]([CH3:24])([CH3:23])[CH3:22])=[O:19])([CH3:16])([CH3:15])[CH3:14].C([N+](CCCC)(CCCC)CCCC)CCC. The catalyst is C1COCC1. The product is [C:21]([O:20][P:18]([O:25][CH2:2][C:3]1[CH:12]=[CH:11][C:6]([C:7]([O:9][CH3:10])=[O:8])=[CH:5][CH:4]=1)([O:17][C:13]([CH3:16])([CH3:15])[CH3:14])=[O:19])([CH3:24])([CH3:23])[CH3:22]. The yield is 0.660. (8) The reactants are [NH2:1][C:2]1[C:9]([O:10][CH3:11])=[CH:8][CH:7]=[CH:6][C:3]=1[CH:4]=O.C(O)(=O)C.[C:16](OC)(=[O:22])[CH2:17][C:18]([O:20][CH3:21])=[O:19].N1CCCCC1. The catalyst is C1(C)C=CC=CC=1.O. The product is [CH3:21][O:20][C:18]([C:17]1[C:16](=[O:22])[NH:1][C:2]2[C:3]([CH:4]=1)=[CH:6][CH:7]=[CH:8][C:9]=2[O:10][CH3:11])=[O:19]. The yield is 0.610.